Dataset: Forward reaction prediction with 1.9M reactions from USPTO patents (1976-2016). Task: Predict the product of the given reaction. (1) Given the reactants [Cl:1][C:2]1[CH:3]=[N:4][CH:5]=[C:6]([Cl:20])[C:7]=1[S:8][C:9]1[S:13][C:12]([C:14]([OH:16])=O)=[CH:11][C:10]=1[N+:17]([O-:19])=[O:18].[CH3:21][N:22]1[CH:27]2[CH2:28][CH2:29][CH:23]1[CH2:24][CH:25]([NH2:30])[CH2:26]2, predict the reaction product. The product is: [Cl:20][C:6]1[CH:5]=[N:4][CH:3]=[C:2]([Cl:1])[C:7]=1[S:8][C:9]1[S:13][C:12]([C:14]([NH:30][CH:25]2[CH2:26][CH:27]3[N:22]([CH3:21])[CH:23]([CH2:29][CH2:28]3)[CH2:24]2)=[O:16])=[CH:11][C:10]=1[N+:17]([O-:19])=[O:18]. (2) Given the reactants [C:1]([O:5][C:6]([N:8]1[CH2:13][CH2:12][CH:11]([CH2:14][OH:15])[CH2:10][CH2:9]1)=[O:7])([CH3:4])([CH3:3])[CH3:2].[H-].[Na+].[Br:18][C:19]1[CH:24]=[CH:23][C:22]([CH2:25]Br)=[C:21]([C:27]([F:30])([F:29])[F:28])[CH:20]=1.[Cl-].[NH4+], predict the reaction product. The product is: [Br:18][C:19]1[CH:24]=[CH:23][C:22]([CH2:25][O:15][CH2:14][CH:11]2[CH2:12][CH2:13][N:8]([C:6]([O:5][C:1]([CH3:4])([CH3:3])[CH3:2])=[O:7])[CH2:9][CH2:10]2)=[C:21]([C:27]([F:28])([F:29])[F:30])[CH:20]=1. (3) Given the reactants ClC1C(OCC(F)F)=C(C2C=C(F)C([C@H](NC(=O)C)C)=NC=2)C=C(Cl)C=1.BrC1C=C(Cl)C=C(Cl)C=1OCC(F)F.ClC1C(OCC(F)F)=C(C2C=C(F)C([C@H](N)C)=NC=2)C=C(Cl)C=1.C1C2C(COC(=O)[NH:80][C:81]3([C:85](=[O:109])[NH:86][C@@H:87]([C:89]4[C:94]([F:95])=[CH:93][C:92]([C:96]5[CH:101]=[C:100]([Cl:102])[CH:99]=[C:98]([Cl:103])[C:97]=5[O:104][CH2:105][CH:106]([F:108])[F:107])=[CH:91][N:90]=4)[CH3:88])[CH2:84][O:83][CH2:82]3)C3C(=CC=CC=3)C=2C=CC=1, predict the reaction product. The product is: [Cl:103][C:98]1[C:97]([O:104][CH2:105][CH:106]([F:107])[F:108])=[C:96]([C:92]2[CH:93]=[C:94]([F:95])[C:89]([C@H:87]([NH:86][C:85]([C:81]3([NH2:80])[CH2:84][O:83][CH2:82]3)=[O:109])[CH3:88])=[N:90][CH:91]=2)[CH:101]=[C:100]([Cl:102])[CH:99]=1. (4) Given the reactants [N:1]1([C:6]2[CH:13]=[CH:12][C:9]([CH:10]=O)=[CH:8][CH:7]=2)[CH:5]=[N:4][CH:3]=[N:2]1.N1(C2C=C[C:22]([CH:23]=[O:24])=CC=2)C=CC=N1, predict the reaction product. The product is: [N:1]1([C:6]2[CH:13]=[CH:12][C:9]([CH:10]=[CH:22][CH:23]=[O:24])=[CH:8][CH:7]=2)[CH:5]=[N:4][CH:3]=[N:2]1. (5) Given the reactants [C:1]([O:5][C:6]([N:8]1[CH2:12][CH2:11][CH2:10][C@H:9]1[C@H:13]([O:19][CH3:20])[C@@H:14]([CH3:18])[C:15]([OH:17])=O)=[O:7])([CH3:4])([CH3:3])[CH3:2].CN(C(ON1N=NC2C=CC=NC1=2)=[N+](C)C)C.F[P-](F)(F)(F)(F)F.C(N(CC)CC)C.[C:52]1([C:58]2([CH2:61][NH2:62])[CH2:60][CH2:59]2)[CH:57]=[CH:56][CH:55]=[CH:54][CH:53]=1, predict the reaction product. The product is: [CH3:20][O:19][C@@H:13]([C@@H:9]1[CH2:10][CH2:11][CH2:12][N:8]1[C:6]([O:5][C:1]([CH3:2])([CH3:3])[CH3:4])=[O:7])[C@@H:14]([CH3:18])[C:15](=[O:17])[NH:62][CH2:61][C:58]1([C:52]2[CH:57]=[CH:56][CH:55]=[CH:54][CH:53]=2)[CH2:60][CH2:59]1. (6) Given the reactants [CH3:1][N:2]([CH3:16])[CH:3]1[CH2:11][C:10]2[C:5](=[CH:6][C:7]([N+:13]([O-:15])=O)=[C:8]([NH2:12])[CH:9]=2)[CH2:4]1.[N:17]#[C:18][NH2:19].[CH]Cl.[OH-].[Na+], predict the reaction product. The product is: [CH3:16][N:2]([CH3:1])[CH:3]1[CH2:11][C:10]2[C:5](=[CH:6][C:7]3[N+:13]([O-:15])=[N:17][C:18]([NH2:19])=[N:12][C:8]=3[CH:9]=2)[CH2:4]1. (7) Given the reactants [C:1](Cl)(=[O:4])[CH2:2][CH3:3].[Cl-].[Al+3].[Cl-].[Cl-].[CH:10]1[C:19]2[C:14](=[CH:15][CH:16]=C[CH:18]=2)[CH:13]=[CH:12][CH:11]=1.Cl[CH2:21]CCl, predict the reaction product. The product is: [CH:18]1[C:19]2[C:14](=[CH:13][CH:12]=[CH:11][CH:10]=2)[CH:15]=[CH:16][C:3]=1[CH2:2][C:1](=[O:4])[CH3:21]. (8) Given the reactants [CH:1]1([NH:4][C:5]([C:7]2[CH:8]=[C:9]([F:52])[C:10]([CH3:51])=[C:11]([C:13]3[CH:14]=[C:15]4[C:20](=[CH:21][CH:22]=3)[C:19](=[O:23])[N:18]([CH2:24][C:25]([CH3:35])([CH3:34])[CH2:26][O:27]C(=O)C(C)(C)C)[CH:17]=[C:16]4[CH2:36][N:37]3[CH2:42][CH2:41][N:40]([C:43]([O:45][C:46]([CH3:49])([CH3:48])[CH3:47])=[O:44])[CH2:39][C@H:38]3[CH3:50])[CH:12]=2)=[O:6])[CH2:3][CH2:2]1.C(=O)([O-])[O-].[K+].[K+], predict the reaction product. The product is: [CH:1]1([NH:4][C:5]([C:7]2[CH:8]=[C:9]([F:52])[C:10]([CH3:51])=[C:11]([C:13]3[CH:14]=[C:15]4[C:20](=[CH:21][CH:22]=3)[C:19](=[O:23])[N:18]([CH2:24][C:25]([CH3:34])([CH3:35])[CH2:26][OH:27])[CH:17]=[C:16]4[CH2:36][N:37]3[CH2:42][CH2:41][N:40]([C:43]([O:45][C:46]([CH3:49])([CH3:48])[CH3:47])=[O:44])[CH2:39][C@H:38]3[CH3:50])[CH:12]=2)=[O:6])[CH2:3][CH2:2]1. (9) The product is: [Br:34][C:5]1[CH:4]=[CH:3][C:2]([C:50]([NH2:49])=[O:51])=[C:10]2[C:6]=1[C:7]1[CH2:14][N:13]([C:15]([C:16]3[CH:21]=[CH:20][CH:19]=[CH:18][CH:17]=3)([C:28]3[CH:33]=[CH:32][CH:31]=[CH:30][CH:29]=3)[C:22]3[CH:23]=[CH:24][CH:25]=[CH:26][CH:27]=3)[CH2:12][CH2:11][C:8]=1[NH:9]2. Given the reactants Br[C:2]1[C:10]2[NH:9][C:8]3[CH2:11][CH2:12][N:13]([C:15]([C:28]4[CH:33]=[CH:32][CH:31]=[CH:30][CH:29]=4)([C:22]4[CH:27]=[CH:26][CH:25]=[CH:24][CH:23]=4)[C:16]4[CH:21]=[CH:20][CH:19]=[CH:18][CH:17]=4)[CH2:14][C:7]=3[C:6]=2[C:5]([Br:34])=[CH:4][CH:3]=1.C([Li])(C)(C)C.CCCCC.C[Si]([N:49]=[C:50]=[O:51])(C)C, predict the reaction product.